Dataset: Catalyst prediction with 721,799 reactions and 888 catalyst types from USPTO. Task: Predict which catalyst facilitates the given reaction. (1) Reactant: [Br:1]N1C(=O)CCC1=O.[CH3:9][C:10]1([C:23]2[CH:28]=[CH:27][CH:26]=[CH:25][N:24]=2)[N:15]2[C:16](=[O:22])[NH:17][C:18]3=[CH:19][CH:20]=[CH:21][C:13](=[C:14]23)[O:12][CH2:11]1.C(O)(=O)C.C(#N)C. Product: [Br:1][C:21]1[C:13]2[O:12][CH2:11][C:10]([CH3:9])([C:23]3[CH:28]=[CH:27][CH:26]=[CH:25][N:24]=3)[N:15]3[C:16](=[O:22])[NH:17][C:18]([C:14]=23)=[CH:19][CH:20]=1. The catalyst class is: 13. (2) The catalyst class is: 10. Reactant: N12CCCN=C1CCCCC2.[Br:12][C:13]1[N:18]([CH3:19])[C:17](=[O:20])[NH:16][C:15](=[O:21])[C:14]=1[CH3:22].Cl[CH2:24][O:25][CH2:26][C:27]1[CH:32]=[CH:31][CH:30]=[CH:29][CH:28]=1. Product: [CH2:26]([O:25][CH2:24][N:16]1[C:15](=[O:21])[C:14]([CH3:22])=[C:13]([Br:12])[N:18]([CH3:19])[C:17]1=[O:20])[C:27]1[CH:32]=[CH:31][CH:30]=[CH:29][CH:28]=1. (3) Reactant: N(C(C)C)C(C)C.[Li]CCCC.[Si:13](Cl)([CH3:16])([CH3:15])[CH3:14].[CH3:18][C:19]1([CH3:44])[CH2:28][CH2:27][C:26]2[C:21](=[CH:22][CH:23]=[C:24]([C:29](=[O:43])[CH2:30][C:31]3[CH:36]=[C:35]([O:37][CH3:38])[C:34]([O:39][CH3:40])=[C:33]([O:41][CH3:42])[CH:32]=3)[CH:25]=2)[O:20]1. Product: [CH3:18][C:19]1([CH3:44])[CH2:28][CH2:27][C:26]2[C:21](=[CH:22][CH:23]=[C:24]([C:29]([O:43][Si:13]([CH3:16])([CH3:15])[CH3:14])=[CH:30][C:31]3[CH:36]=[C:35]([O:37][CH3:38])[C:34]([O:39][CH3:40])=[C:33]([O:41][CH3:42])[CH:32]=3)[CH:25]=2)[O:20]1. The catalyst class is: 165. (4) Reactant: I[C:2]1[CH:7]=[CH:6][CH:5]=[C:4]([CH3:8])[C:3]=1[C:9]1[C:14]([CH3:15])=[CH:13][CH:12]=[CH:11][C:10]=1I. Product: [CH3:8][C:4]1[C:3]2[C:9]3[C:10](=[CH:11][CH:12]=[CH:13][C:14]=3[CH3:15])[C:2]=2[CH:7]=[CH:6][CH:5]=1. The catalyst class is: 536.